This data is from Reaction yield outcomes from USPTO patents with 853,638 reactions. The task is: Predict the reaction yield, written as a fraction of the theoretical maximum amount of product (1.0 means a 100% yield; for example, 0.34 means a 34% yield). (1) The reactants are [Cl-].O[NH3+:3].[C:4](=[O:7])([O-])[OH:5].[Na+].CS(C)=O.[CH2:13]([C:17]1[N:18]=[C:19]([CH3:44])[N:20]([CH2:39][C:40]([OH:43])([CH3:42])[CH3:41])[C:21](=[O:38])[C:22]=1[CH2:23][C:24]1[CH:29]=[CH:28][C:27]([C:30]2[C:31]([C:36]#[N:37])=[CH:32][CH:33]=[CH:34][CH:35]=2)=[CH:26][CH:25]=1)[CH2:14][CH2:15][CH3:16]. The catalyst is C(OCC)(=O)C. The product is [CH2:13]([C:17]1[N:18]=[C:19]([CH3:44])[N:20]([CH2:39][C:40]([OH:43])([CH3:42])[CH3:41])[C:21](=[O:38])[C:22]=1[CH2:23][C:24]1[CH:29]=[CH:28][C:27]([C:30]2[CH:35]=[CH:34][CH:33]=[CH:32][C:31]=2[C:36]2[NH:3][C:4](=[O:7])[O:5][N:37]=2)=[CH:26][CH:25]=1)[CH2:14][CH2:15][CH3:16]. The yield is 0.240. (2) The reactants are [Br:1][C:2]1[CH:3]=[C:4]2[C:9](=[CH:10][CH:11]=1)[N:8]=[CH:7][C:6](I)=[C:5]2[O:13][CH3:14].[NH:15]1[CH2:20][CH2:19][O:18][CH2:17][C:16]1=[O:21].P([O-])([O-])([O-])=O.[K+].[K+].[K+].CNCCNC. The catalyst is CS(C)=O. The product is [Br:1][C:2]1[CH:3]=[C:4]2[C:9](=[CH:10][CH:11]=1)[N:8]=[CH:7][C:6]([N:15]1[CH2:20][CH2:19][O:18][CH2:17][C:16]1=[O:21])=[C:5]2[O:13][CH3:14]. The yield is 0.910. (3) The reactants are [Cl:1][C:2]1[CH:3]=[C:4]([CH:17]=[CH:18][C:19]=1[F:20])[C:5]([NH:7][C:8]1[N:13]=[CH:12][C:11]([N+:14]([O-])=O)=[CH:10][N:9]=1)=[O:6].[H][H]. The catalyst is CCO.CO.[Pt]. The product is [NH2:14][C:11]1[CH:12]=[N:13][C:8]([NH:7][C:5](=[O:6])[C:4]2[CH:17]=[CH:18][C:19]([F:20])=[C:2]([Cl:1])[CH:3]=2)=[N:9][CH:10]=1. The yield is 0.800.